Dataset: Forward reaction prediction with 1.9M reactions from USPTO patents (1976-2016). Task: Predict the product of the given reaction. (1) Given the reactants [F:1][C:2]1[CH:3]=[C:4]([CH:7]=[C:8]([F:11])[C:9]=1F)[C:5]#[N:6].C(N(C(C)C)C(C)C)C.[CH3:21][O:22][C:23]1[CH:30]=[CH:29][C:26]([CH2:27][NH2:28])=[CH:25][CH:24]=1, predict the reaction product. The product is: [F:11][C:8]1[CH:7]=[C:4]([CH:3]=[C:2]([F:1])[C:9]=1[NH:28][CH2:27][C:26]1[CH:29]=[CH:30][C:23]([O:22][CH3:21])=[CH:24][CH:25]=1)[C:5]#[N:6]. (2) Given the reactants Cl[C:2]1[CH:7]=[C:6]([C:8]2[CH:13]=[C:12]([Cl:14])[CH:11]=[CH:10][C:9]=2[O:15][CH2:16][CH3:17])[N:5]=[C:4]([NH2:18])[N:3]=1.[CH3:19][S:20]([C:23]1[CH:29]=[CH:28][C:26]([NH2:27])=[CH:25][CH:24]=1)(=[O:22])=[O:21], predict the reaction product. The product is: [Cl:14][C:12]1[CH:11]=[CH:10][C:9]([O:15][CH2:16][CH3:17])=[C:8]([C:6]2[N:5]=[C:4]([NH2:18])[N:3]=[C:2]([NH:27][C:26]3[CH:25]=[CH:24][C:23]([S:20]([CH3:19])(=[O:22])=[O:21])=[CH:29][CH:28]=3)[CH:7]=2)[CH:13]=1. (3) Given the reactants [C:1]1([S:7]([N:10]2[CH2:14][CH:13]([C:15](O)=[O:16])[N:12]([CH:18]3[CH2:23][CH2:22][CH2:21][CH2:20][CH2:19]3)[C:11]2=[O:24])(=[O:9])=[O:8])[CH:6]=[CH:5][CH:4]=[CH:3][CH:2]=1.[N:25]1[CH:30]=[CH:29][CH:28]=[CH:27][C:26]=1[N:31]1[CH2:36][CH2:35][NH:34][CH2:33][CH2:32]1, predict the reaction product. The product is: [C:1]1([S:7]([N:10]2[CH2:14][CH:13]([C:15]([N:34]3[CH2:35][CH2:36][N:31]([C:26]4[CH:27]=[CH:28][CH:29]=[CH:30][N:25]=4)[CH2:32][CH2:33]3)=[O:16])[N:12]([CH:18]3[CH2:19][CH2:20][CH2:21][CH2:22][CH2:23]3)[C:11]2=[O:24])(=[O:9])=[O:8])[CH:2]=[CH:3][CH:4]=[CH:5][CH:6]=1.